This data is from Full USPTO retrosynthesis dataset with 1.9M reactions from patents (1976-2016). The task is: Predict the reactants needed to synthesize the given product. (1) The reactants are: Cl[C:2]1[N:7]=[C:6]([NH:8][C@H:9]([C:11]2[CH:16]=[CH:15][CH:14]=[CH:13][CH:12]=2)[CH3:10])[CH:5]=[N:4][CH:3]=1.CN(C=O)C.O.[F:23][C:24]1[C:29]([CH:30]=[O:31])=[CH:28][CH:27]=[CH:26][C:25]=1B(O)O.C(=O)([O-])[O-].[Cs+].[Cs+]. Given the product [F:23][C:24]1[C:25]([C:2]2[CH:3]=[N:4][CH:5]=[C:6]([NH:8][C@H:9]([C:11]3[CH:16]=[CH:15][CH:14]=[CH:13][CH:12]=3)[CH3:10])[N:7]=2)=[CH:26][CH:27]=[CH:28][C:29]=1[CH:30]=[O:31], predict the reactants needed to synthesize it. (2) Given the product [C:12]([CH2:11][O:10][C:7]1[CH:8]=[CH:9][C:4]([C:3]([OH:16])=[O:2])=[CH:5][CH:6]=1)([OH:14])=[O:13], predict the reactants needed to synthesize it. The reactants are: C[O:2][C:3](=[O:16])[C:4]1[CH:9]=[CH:8][C:7]([O:10][CH2:11][C:12]([O:14]C)=[O:13])=[CH:6][CH:5]=1.[OH-].[Na+].Cl. (3) Given the product [F:14][C:13]1[C:8]2[S:7][CH:6]=[C:5]([CH2:4][C:3]([OH:29])=[O:2])[C:9]=2[C:10]([CH3:28])=[CH:11][C:12]=1[O:15][CH2:16][C:17]1[C:18]([CH3:27])=[N:19][C:20]([C:23]([F:26])([F:24])[F:25])=[CH:21][CH:22]=1, predict the reactants needed to synthesize it. The reactants are: C[O:2][C:3](=[O:29])[CH2:4][C:5]1[C:9]2[C:10]([CH3:28])=[CH:11][C:12]([O:15][CH2:16][C:17]3[C:18]([CH3:27])=[N:19][C:20]([C:23]([F:26])([F:25])[F:24])=[CH:21][CH:22]=3)=[C:13]([F:14])[C:8]=2[S:7][CH:6]=1.C1COCC1.[OH-].[Na+].Cl. (4) Given the product [F:12][C:9]1([F:13])[CH2:10][CH2:11][N:7]([C:5]([CH:3]2[CH2:4][N:1]([C:17]([C:16]3[CH:20]=[C:21]([CH:22]=[CH:23][C:15]=3[F:14])[CH:24]=[O:25])=[O:18])[CH2:2]2)=[O:6])[CH2:8]1, predict the reactants needed to synthesize it. The reactants are: [NH:1]1[CH2:4][CH:3]([C:5]([N:7]2[CH2:11][CH2:10][C:9]([F:13])([F:12])[CH2:8]2)=[O:6])[CH2:2]1.[F:14][C:15]1[CH:23]=[CH:22][C:21]([CH:24]=[O:25])=[CH:20][C:16]=1[C:17](O)=[O:18].F[P-](F)(F)(F)(F)F.N1(OC(N(C)C)=[N+](C)C)C2C=CC=CC=2N=N1.C(N(CC)C(C)C)(C)C. (5) Given the product [CH2:17]([N:19]([CH2:20][CH3:21])[C:2]1[C:3]([OH:16])=[N:4][C:5]2[C:10]([N:11]=1)=[CH:9][C:8]([C:12]([O:14][CH3:15])=[O:13])=[CH:7][CH:6]=2)[CH3:18], predict the reactants needed to synthesize it. The reactants are: Cl[C:2]1[C:3]([OH:16])=[N:4][C:5]2[C:10]([N:11]=1)=[CH:9][C:8]([C:12]([O:14][CH3:15])=[O:13])=[CH:7][CH:6]=2.[CH2:17]([NH:19][CH2:20][CH3:21])[CH3:18].CCN(C(C)C)C(C)C. (6) Given the product [CH3:1][O:2][C:3]([C:5]1[N:10]=[C:9]([CH2:22][CH3:23])[C:8]2[N:12]=[C:13]([C:15]3[CH:20]=[CH:19][CH:18]=[CH:17][CH:16]=3)[O:14][C:7]=2[C:6]=1[OH:21])=[O:4], predict the reactants needed to synthesize it. The reactants are: [CH3:1][O:2][C:3]([C:5]1[N:10]=[C:9](Br)[C:8]2[N:12]=[C:13]([C:15]3[CH:20]=[CH:19][CH:18]=[CH:17][CH:16]=3)[O:14][C:7]=2[C:6]=1[OH:21])=[O:4].[CH2:22]([Sn](CC)(CC)CC)[CH3:23]. (7) Given the product [F:18][C:19]([F:33])([F:34])[C:20]1[CH:21]=[C:22]([C@H:30]([O:17][C@@H:10]2[C@@H:9]([C:4]3[CH:5]=[CH:6][C:7]([F:8])=[C:2]([Br:1])[CH:3]=3)[C@H:14]([CH:15]=[CH2:16])[CH2:13][CH2:12][O:11]2)[CH3:31])[CH:23]=[C:24]([C:26]([F:27])([F:28])[F:29])[CH:25]=1, predict the reactants needed to synthesize it. The reactants are: [Br:1][C:2]1[CH:3]=[C:4]([CH:9]2[CH:14]([CH:15]=[CH2:16])[CH2:13][CH2:12][O:11][CH:10]2[OH:17])[CH:5]=[CH:6][C:7]=1[F:8].[F:18][C:19]([F:34])([F:33])[C:20]1[CH:21]=[C:22]([C@H:30](O)[CH3:31])[CH:23]=[C:24]([C:26]([F:29])([F:28])[F:27])[CH:25]=1.